From a dataset of Peptide-MHC class I binding affinity with 185,985 pairs from IEDB/IMGT. Regression. Given a peptide amino acid sequence and an MHC pseudo amino acid sequence, predict their binding affinity value. This is MHC class I binding data. The peptide sequence is HRYLIRQSM. The MHC is HLA-B15:42 with pseudo-sequence HLA-B15:42. The binding affinity (normalized) is 0.213.